Dataset: Full USPTO retrosynthesis dataset with 1.9M reactions from patents (1976-2016). Task: Predict the reactants needed to synthesize the given product. (1) Given the product [CH2:29]([NH:12][C:4]1[CH2:5][CH2:6][O:1][CH2:2][C:3]=1[C:18]([O:20][CH2:21][CH3:22])=[O:19])[C:23]1[CH:28]=[CH:27][CH:26]=[CH:25][CH:24]=1, predict the reactants needed to synthesize it. The reactants are: [O:1]1[CH2:6][CH2:5][C:4](=O)[CH2:3][CH2:2]1.[Li+].CC([N-:12]C(C)C)C.C([C:18]([O:20][CH2:21][CH3:22])=[O:19])#N.[C:23]1([CH3:29])[CH:28]=[CH:27][CH:26]=[CH:25][CH:24]=1. (2) Given the product [O:38]1[C:37]2[CH:42]=[CH:43][C:34]([CH2:33][NH:7][CH:8]3[CH2:9][CH2:10][N:11]([CH2:14][CH2:15][N:16]4[C:25]5[C:20](=[C:21]([O:26][CH2:27][C:28]([NH:30][CH3:31])=[O:29])[CH:22]=[CH:23][CH:24]=5)[CH:19]=[CH:18][C:17]4=[O:32])[CH2:12][CH2:13]3)=[CH:35][C:36]=2[O:41][CH2:40][CH2:39]1, predict the reactants needed to synthesize it. The reactants are: C(OC(=O)[N:7]([CH2:33][C:34]1[CH:43]=[CH:42][C:37]2[O:38][CH2:39][CH2:40][O:41][C:36]=2[CH:35]=1)[CH:8]1[CH2:13][CH2:12][N:11]([CH2:14][CH2:15][N:16]2[C:25]3[C:20](=[C:21]([O:26][CH2:27][C:28]([NH:30][CH3:31])=[O:29])[CH:22]=[CH:23][CH:24]=3)[CH:19]=[CH:18][C:17]2=[O:32])[CH2:10][CH2:9]1)(C)(C)C.FC(F)(F)C(O)=O. (3) Given the product [NH2:20][CH2:8][CH:7]([C:4]1[CH:5]=[CH:6][C:1]([C:11]2[CH:16]=[CH:15][CH:14]=[CH:13][CH:12]=2)=[CH:2][CH:3]=1)[OH:10], predict the reactants needed to synthesize it. The reactants are: [C:1]1([C:11]2[CH:16]=[CH:15][CH:14]=[CH:13][CH:12]=2)[CH:6]=[CH:5][C:4]([C:7](=[O:10])[CH2:8]Br)=[CH:3][CH:2]=1.CCO.[N-:20]=[N+]=[N-].[Na+].[BH4-].[Na+]. (4) Given the product [F:24][CH:2]([F:1])[C:3]1[N:8]2[N:9]=[CH:10][C:11]([C:12]#[C:13][C:29]3[CH:28]=[CH:27][C:26]([NH2:25])=[N:31][C:30]=3[CH3:32])=[C:7]2[N:6]=[C:5]([C:14]2[CH:19]=[CH:18][C:17]([C:20]([F:23])([F:22])[F:21])=[CH:16][CH:15]=2)[CH:4]=1, predict the reactants needed to synthesize it. The reactants are: [F:1][CH:2]([F:24])[C:3]1[N:8]2[N:9]=[CH:10][C:11]([C:12]#[CH:13])=[C:7]2[N:6]=[C:5]([C:14]2[CH:19]=[CH:18][C:17]([C:20]([F:23])([F:22])[F:21])=[CH:16][CH:15]=2)[CH:4]=1.[NH2:25][C:26]1[N:31]=[C:30]([CH3:32])[C:29](Br)=[CH:28][CH:27]=1. (5) Given the product [F:32][C:31]1[C:26]([NH:1][CH2:2][C@@H:3]2[C@H:8]([CH3:9])[CH2:7][CH2:6][CH2:5][N:4]2[C:10]([C:12]2[CH:17]=[C:16]([CH3:18])[CH:15]=[CH:14][C:13]=2[C:19]2[N:20]=[CH:21][CH:22]=[CH:23][N:24]=2)=[O:11])=[N:27][CH:28]=[C:29]([F:33])[CH:30]=1, predict the reactants needed to synthesize it. The reactants are: [NH2:1][CH2:2][C@@H:3]1[C@H:8]([CH3:9])[CH2:7][CH2:6][CH2:5][N:4]1[C:10]([C:12]1[CH:17]=[C:16]([CH3:18])[CH:15]=[CH:14][C:13]=1[C:19]1[N:24]=[CH:23][CH:22]=[CH:21][N:20]=1)=[O:11].Br[C:26]1[C:31]([F:32])=[CH:30][C:29]([F:33])=[CH:28][N:27]=1. (6) Given the product [Br:1][C:2]1[C:25]([F:26])=[CH:24][C:5]2[O:6][C@:7]([C:17]3[CH:18]=[CH:19][C:20]([Cl:23])=[CH:21][CH:22]=3)([C:9]3[CH:14]=[CH:13][C:12]([Cl:15])=[CH:11][C:10]=3[Cl:16])[O:8][C:4]=2[CH:3]=1.[Br:1][C:2]1[C:25]([F:26])=[CH:24][C:5]2[O:6][C:7]([C:17]3[CH:18]=[CH:19][C:20]([Cl:23])=[CH:21][CH:22]=3)([C:9]3[CH:14]=[CH:13][C:12]([Cl:15])=[CH:11][C:10]=3[Cl:16])[O:8][C:4]=2[CH:3]=1, predict the reactants needed to synthesize it. The reactants are: [Br:1][C:2]1[C:25]([F:26])=[CH:24][C:5]2[O:6][C@:7]([C:17]3[CH:22]=[CH:21][C:20]([Cl:23])=[CH:19][CH:18]=3)([C:9]3[CH:14]=[CH:13][C:12]([Cl:15])=[CH:11][C:10]=3[Cl:16])[O:8][C:4]=2[CH:3]=1.